Dataset: Full USPTO retrosynthesis dataset with 1.9M reactions from patents (1976-2016). Task: Predict the reactants needed to synthesize the given product. (1) The reactants are: [CH3:1][NH:2][C:3]1[CH:8]=[CH:7][C:6]([CH3:9])=[CH:5][CH:4]=1.C1(P(C2C=CC=CC=2)C2C=CC3C(=CC=CC=3)C=2C2C3C(=CC=CC=3)C=CC=2P(C2C=CC=CC=2)C2C=CC=CC=2)C=CC=CC=1.C(=O)([O-])[O-].[Cs+].[Cs+].Br[C:63]1[C:70]([C:71]#[N:72])=[C:69]([O:73][CH:74]([CH3:76])[CH3:75])[C:68]([O:77][CH:78]([CH3:80])[CH3:79])=[CH:67][C:64]=1[C:65]#[N:66]. Given the product [CH:74]([O:73][C:69]1[C:68]([O:77][CH:78]([CH3:80])[CH3:79])=[CH:67][C:64]([C:65]#[N:66])=[C:63]([N:2]([CH3:1])[C:3]2[CH:8]=[CH:7][C:6]([CH3:9])=[CH:5][CH:4]=2)[C:70]=1[C:71]#[N:72])([CH3:76])[CH3:75], predict the reactants needed to synthesize it. (2) Given the product [CH3:13][CH:12]([CH3:14])[CH2:11][CH:7]([C:8](=[O:10])[NH:26][CH2:25][C:24]1[CH:27]=[CH:28][C:21]([C:15]2[CH:16]=[CH:17][CH:18]=[CH:19][CH:20]=2)=[CH:22][CH:23]=1)[CH2:6][C:4]([O:3][CH2:1][CH3:2])=[O:5], predict the reactants needed to synthesize it. The reactants are: [CH2:1]([O:3][C:4]([CH2:6][CH:7]([CH2:11][CH:12]([CH3:14])[CH3:13])[C:8]([OH:10])=O)=[O:5])[CH3:2].[C:15]1([C:21]2[CH:28]=[CH:27][C:24]([CH2:25][NH2:26])=[CH:23][CH:22]=2)[CH:20]=[CH:19][CH:18]=[CH:17][CH:16]=1.C1C=CC2N(O)N=NC=2C=1.C(Cl)CCl.CN1CCOCC1. (3) Given the product [Cl:25][C:1]([CH:4]=[CH:5][C:6]1[CH:11]=[CH:10][C:9]([O:12][C:13](=[O:22])[C:14]2[CH:19]=[CH:18][C:17]([F:20])=[C:16]([F:21])[CH:15]=2)=[CH:8][CH:7]=1)=[O:2], predict the reactants needed to synthesize it. The reactants are: [C:1]([CH:4]=[CH:5][C:6]1[CH:11]=[CH:10][C:9]([O:12][C:13](=[O:22])[C:14]2[CH:19]=[CH:18][C:17]([F:20])=[C:16]([F:21])[CH:15]=2)=[CH:8][CH:7]=1)(O)=[O:2].S(Cl)([Cl:25])=O. (4) Given the product [Cl:1][C:2]1[CH:7]=[CH:6][N:5]=[C:4]2[CH:8]=[C:9]([Sn:15]([CH2:16][CH2:17][CH2:18][CH3:19])([CH2:20][CH2:21][CH2:22][CH3:23])[CH2:11][CH2:12][CH2:13][CH3:14])[S:10][C:3]=12, predict the reactants needed to synthesize it. The reactants are: [Cl:1][C:2]1[CH:7]=[CH:6][N:5]=[C:4]2[CH:8]=[CH:9][S:10][C:3]=12.[CH2:11]([Sn:15](Cl)([CH2:20][CH2:21][CH2:22][CH3:23])[CH2:16][CH2:17][CH2:18][CH3:19])[CH2:12][CH2:13][CH3:14]. (5) The reactants are: [Si]([O:8][C@H:9]1[CH2:33][CH2:32][C@@:31]2([CH3:34])[C:11](=[CH:12][CH:13]=[C:14]3[C@@H:30]2[CH2:29][CH2:28][C@@:27]2([CH3:35])[C@H:15]3[CH2:16][C@H:17]([O:36][Si](C(C)(C)C)(C)C)[C@@H:18]2[C@H:19]([CH3:26])[CH2:20][CH2:21][CH2:22][CH:23]([CH3:25])[CH3:24])[C:10]1([CH3:45])[CH3:44])(C(C)(C)C)(C)C.CC(C[AlH]CC(C)C)C. Given the product [CH3:45][C:10]1([CH3:44])[C@@H:9]([OH:8])[CH2:33][CH2:32][C@@:31]2([CH3:34])[C:11]1=[CH:12][CH:13]=[C:14]1[C@@H:30]2[CH2:29][CH2:28][C@@:27]2([CH3:35])[C@H:15]1[CH2:16][C@H:17]([OH:36])[C@@H:18]2[C@H:19]([CH3:26])[CH2:20][CH2:21][CH2:22][CH:23]([CH3:25])[CH3:24], predict the reactants needed to synthesize it. (6) Given the product [NH2:11][CH2:12][CH2:13][CH2:14][CH:15]([NH:38][C:39]([O:41][C:42]([CH3:45])([CH3:44])[CH3:43])=[O:40])[C:16]([N:18]1[CH2:22][CH2:21][CH2:20][CH:19]1[CH2:23][C:24]1[C:28]2[CH:29]=[CH:30][CH:31]=[CH:32][C:27]=2[O:26][C:25]=1[CH2:33][CH2:34][C:35]([OH:37])=[O:36])=[O:17], predict the reactants needed to synthesize it. The reactants are: C(OC([NH:11][CH2:12][CH2:13][CH2:14][CH:15]([NH:38][C:39]([O:41][C:42]([CH3:45])([CH3:44])[CH3:43])=[O:40])[C:16]([N:18]1[CH2:22][CH2:21][CH2:20][CH:19]1[CH2:23][C:24]1[C:28]2[CH:29]=[CH:30][CH:31]=[CH:32][C:27]=2[O:26][C:25]=1[CH2:33][CH2:34][C:35]([OH:37])=[O:36])=[O:17])=O)C1C=CC=CC=1. (7) Given the product [CH3:28][S:27][C:23]1[NH:22][N:21]=[C:20]([NH:19][CH:8]=[C:9]2[C:17]3[C:12](=[CH:13][CH:14]=[CH:15][CH:16]=3)[NH:11][C:10]2=[O:18])[C:24]=1[C:25]#[N:26], predict the reactants needed to synthesize it. The reactants are: NC1C=CNN=1.O/[CH:8]=[C:9]1\[C:10](=[O:18])[NH:11][C:12]2[C:17]\1=[CH:16][CH:15]=[CH:14][CH:13]=2.[NH2:19][C:20]1[C:24]([C:25]#[N:26])=[C:23]([S:27][CH3:28])[NH:22][N:21]=1. (8) The reactants are: O[N:2]=[C:3]([C:9]#[N:10])[C:4]([O:6][CH2:7][CH3:8])=[O:5].S(S([O-])=O)([O-])=O.[Na+].[Na+]. Given the product [NH2:2][CH:3]([C:9]#[N:10])[C:4]([O:6][CH2:7][CH3:8])=[O:5], predict the reactants needed to synthesize it. (9) Given the product [Cl:1][C:2]1[CH:3]=[C:4]([C:8]2[O:10][C:11]([CH3:12])=[N:13][CH:9]=2)[CH:5]=[CH:6][CH:7]=1, predict the reactants needed to synthesize it. The reactants are: [Cl:1][C:2]1[CH:3]=[C:4]([C:8](=[O:10])[CH3:9])[CH:5]=[CH:6][CH:7]=1.[C:11](#[N:13])[CH3:12]. (10) Given the product [CH3:1][CH:2]([CH2:6][N:7]1[CH2:12][CH2:11][N:10]([C:13]2[CH:18]=[CH:17][C:16]([C:19]([F:21])([F:20])[F:22])=[CH:15][CH:14]=2)[CH2:9][CH2:8]1)[C:3]([N:56]1[CH2:61][CH2:60][CH:59]([NH:62][C:63]2[CH:70]=[CH:69][C:66]([C:67]#[N:68])=[C:65]([C:71]([F:72])([F:73])[F:74])[CH:64]=2)[CH2:58][CH2:57]1)=[O:4], predict the reactants needed to synthesize it. The reactants are: [CH3:1][C@@H:2]([CH2:6][N:7]1[CH2:12][CH2:11][N:10]([C:13]2[CH:18]=[CH:17][C:16]([C:19]([F:22])([F:21])[F:20])=[CH:15][CH:14]=2)[CH2:9][CH2:8]1)[C:3](O)=[O:4].C(N(C(C)C)CC)(C)C.F[P-](F)(F)(F)(F)F.CN(C)C(ON1C2C=CC=CC=2N=N1)=[N+](C)C.[NH:56]1[CH2:61][CH2:60][CH:59]([NH:62][C:63]2[CH:70]=[CH:69][C:66]([C:67]#[N:68])=[C:65]([C:71]([F:74])([F:73])[F:72])[CH:64]=2)[CH2:58][CH2:57]1.